This data is from Catalyst prediction with 721,799 reactions and 888 catalyst types from USPTO. The task is: Predict which catalyst facilitates the given reaction. (1) Reactant: [C:1]1([NH:7][CH2:8][C:9]([O:11][CH2:12][CH3:13])=[O:10])[CH:6]=[CH:5][CH:4]=[CH:3][CH:2]=1.I[CH3:15]. Product: [CH3:15][N:7]([C:1]1[CH:6]=[CH:5][CH:4]=[CH:3][CH:2]=1)[CH2:8][C:9]([O:11][CH2:12][CH3:13])=[O:10]. The catalyst class is: 260. (2) Reactant: [CH2:1]([O:8][C:9]1[CH:14]=[CH:13][C:12]([C:15]2[N:23]3[C:18]([CH2:19][CH2:20][CH2:21][CH2:22]3)=[C:17]([C:24](O)=[O:25])[CH:16]=2)=[C:11]([C:27]([N:29]2[C@H:38]([CH2:39][N:40]3[CH2:45][CH2:44][O:43][CH2:42][CH2:41]3)[CH2:37][C:36]3[C:31](=[CH:32][CH:33]=[CH:34][CH:35]=3)[CH2:30]2)=[O:28])[CH:10]=1)[C:2]1[CH:7]=[CH:6][CH:5]=[CH:4][CH:3]=1.ClC(N(C)C)=C(C)C.C1(C)C=CC=CC=1.[Si:61]([O:68][C:69]1[CH:74]=[CH:73][C:72]([NH:75][C:76]2[CH:77]=[C:78]3[CH:84]=[CH:83][N:82]([CH3:85])[C:79]3=[N:80][CH:81]=2)=[CH:71][CH:70]=1)([C:64]([CH3:67])([CH3:66])[CH3:65])([CH3:63])[CH3:62]. Product: [CH2:1]([O:8][C:9]1[CH:14]=[CH:13][C:12]([C:15]2[N:23]3[C:18]([CH2:19][CH2:20][CH2:21][CH2:22]3)=[C:17]([C:24]([N:75]([C:72]3[CH:71]=[CH:70][C:69]([O:68][Si:61]([C:64]([CH3:67])([CH3:65])[CH3:66])([CH3:63])[CH3:62])=[CH:74][CH:73]=3)[C:76]3[CH:77]=[C:78]4[CH:84]=[CH:83][N:82]([CH3:85])[C:79]4=[N:80][CH:81]=3)=[O:25])[CH:16]=2)=[C:11]([C:27]([N:29]2[C@H:38]([CH2:39][N:40]3[CH2:41][CH2:42][O:43][CH2:44][CH2:45]3)[CH2:37][C:36]3[C:31](=[CH:32][CH:33]=[CH:34][CH:35]=3)[CH2:30]2)=[O:28])[CH:10]=1)[C:2]1[CH:3]=[CH:4][CH:5]=[CH:6][CH:7]=1. The catalyst class is: 26. (3) Reactant: Cl[C:2]1[CH:7]=[C:6]([CH:8]=[O:9])[CH:5]=[CH:4][N:3]=1.[CH2:10]([S:12]([C:15]1[CH:20]=[CH:19][C:18](B(O)O)=[CH:17][CH:16]=1)(=[O:14])=[O:13])[CH3:11].C([O-])([O-])=O.[Na+].[Na+].O. Product: [CH2:10]([S:12]([C:15]1[CH:20]=[CH:19][C:18]([C:2]2[CH:7]=[C:6]([CH:8]=[O:9])[CH:5]=[CH:4][N:3]=2)=[CH:17][CH:16]=1)(=[O:13])=[O:14])[CH3:11]. The catalyst class is: 104. (4) Reactant: C(N(CC)CC)C.O1CCCC1.[NH:13]1[CH2:18][CH2:17][O:16][CH2:15][CH2:14]1.[Cl:19][CH2:20][C:21](Cl)=[O:22]. Product: [Cl:19][CH2:20][C:21]([N:13]1[CH2:18][CH2:17][O:16][CH2:15][CH2:14]1)=[O:22]. The catalyst class is: 28. (5) Reactant: [CH2:1]([O:8][P:9]([C@@:19]1([O:57][C@H:56]([CH2:58][O:59][C@@H:60]2[O:110][C@H:109]([CH2:111][O:112][CH2:113][C:114]3[CH:119]=[CH:118][CH:117]=[CH:116][CH:115]=3)[C@@H:95]([O:96][P:97]3(=[O:108])[O:103][CH2:102][C:101]4[CH:104]=[CH:105][CH:106]=[CH:107][C:100]=4[CH2:99][O:98]3)[C@H:62]([O:63][C:64](=[O:94])[CH2:65][C@H:66]([O:78][C:79](=[O:93])[CH2:80][CH2:81][CH2:82][CH2:83][CH2:84][CH2:85][CH2:86][CH2:87][CH2:88][CH2:89][CH2:90]CC)[CH2:67][CH2:68][CH2:69][CH2:70][CH2:71][CH2:72][CH2:73][CH2:74][CH2:75]CC)[C@H:61]2[NH:120][C:121](=[O:149])[CH2:122][C@H:123]([O:135][C:136](=[O:148])[CH2:137][CH2:138][CH2:139][CH2:140][CH2:141][CH2:142][CH2:143][CH2:144][CH2:145][CH2:146][CH3:147])[CH2:124][CH2:125][CH2:126][CH2:127][CH2:128][CH2:129][CH2:130][CH2:131][CH2:132][CH2:133][CH3:134])[C@@H:47]([O:48][CH2:49][C:50]2[CH:55]=[CH:54][CH:53]=[CH:52][CH:51]=2)[C@H:22]([O:23][C:24](=[O:46])[CH2:25][C@H:26]([O:38][CH2:39][C:40]2[CH:45]=[CH:44][CH:43]=[CH:42][CH:41]=2)[CH2:27][CH2:28][CH2:29][CH2:30][CH2:31][CH2:32][CH2:33][CH2:34][CH2:35]CC)[C@H:21]1[NH:150][C:151](=[O:173])[CH2:152][C@H:153]([O:165][CH2:166][C:167]1[CH:172]=[CH:171][CH:170]=[CH:169][CH:168]=1)[CH2:154][CH2:155][CH2:156][CH2:157][CH2:158][CH2:159][CH2:160][CH2:161][CH2:162][CH2:163][CH3:164])[OH:20])([O:11][CH2:12][C:13]1[CH:18]=[CH:17][CH:16]=[CH:15][CH:14]=1)=[O:10])[C:2]1[CH:7]=[CH:6][CH:5]=[CH:4][CH:3]=1. Product: [CH2:1]([O:8][P:9]([C@@:19]1([O:57][C@H:56]([CH2:58][O:59][C@@H:60]2[O:110][C@H:109]([CH2:111][O:112][CH2:113][C:114]3[CH:119]=[CH:118][CH:117]=[CH:116][CH:115]=3)[C@@H:95]([O:96][P:97]3(=[O:108])[O:98][CH2:99][C:100]4[CH:107]=[CH:106][CH:105]=[CH:104][C:101]=4[CH2:102][O:103]3)[C@H:62]([O:63][C:64](=[O:94])[CH2:65][C@H:66]([O:78][C:79](=[O:93])[CH2:80][CH2:81][CH2:82][CH2:83][CH2:84][CH2:85][CH2:86][CH2:87][CH2:88][CH2:89][CH3:90])[CH2:67][CH2:68][CH2:69][CH2:70][CH2:71][CH2:72][CH2:73][CH2:74][CH3:75])[C@H:61]2[NH:120][C:121](=[O:149])[CH2:122][C@H:123]([O:135][C:136](=[O:148])[CH2:137][CH2:138][CH2:139][CH2:140][CH2:141][CH2:142][CH2:143][CH2:144][CH2:145][CH2:146][CH3:147])[CH2:124][CH2:125][CH2:126][CH2:127][CH2:128][CH2:129][CH2:130][CH2:131][CH2:132][CH2:133][CH3:134])[C@@H:47]([O:48][CH2:49][C:50]2[CH:51]=[CH:52][CH:53]=[CH:54][CH:55]=2)[C@H:22]([O:23][C:24](=[O:46])[CH2:25][C@H:26]([O:38][CH2:39][C:40]2[CH:45]=[CH:44][CH:43]=[CH:42][CH:41]=2)[CH2:27][CH2:28][CH2:29][CH2:30][CH2:31][CH2:32][CH2:33][CH2:34][CH3:35])[C@H:21]1[NH:150][C:151](=[O:173])[CH2:152][C@H:153]([O:165][CH2:166][C:167]1[CH:172]=[CH:171][CH:170]=[CH:169][CH:168]=1)[CH2:154][CH2:155][CH2:156][CH2:157][CH2:158][CH2:159][CH2:160][CH2:161][CH2:162][CH2:163][CH3:164])[OH:20])([O:11][CH2:12][C:13]1[CH:14]=[CH:15][CH:16]=[CH:17][CH:18]=1)=[O:10])[C:2]1[CH:7]=[CH:6][CH:5]=[CH:4][CH:3]=1. The catalyst class is: 195.